This data is from TCR-epitope binding with 47,182 pairs between 192 epitopes and 23,139 TCRs. The task is: Binary Classification. Given a T-cell receptor sequence (or CDR3 region) and an epitope sequence, predict whether binding occurs between them. (1) The epitope is GTITSGWTF. The TCR CDR3 sequence is CASSYSRPQGEQFF. Result: 1 (the TCR binds to the epitope). (2) The epitope is VLAWLYAAV. The TCR CDR3 sequence is CASTQGGGEQYF. Result: 1 (the TCR binds to the epitope). (3) The epitope is VTEHDTLLY. The TCR CDR3 sequence is CASSLRGESSYNEQFF. Result: 0 (the TCR does not bind to the epitope). (4) The epitope is ATVVIGTSK. The TCR CDR3 sequence is CASEAGTVNTNTQYF. Result: 0 (the TCR does not bind to the epitope). (5) The epitope is SEISMDNSPNL. The TCR CDR3 sequence is CASRIQETQYF. Result: 1 (the TCR binds to the epitope). (6) The epitope is LLMPILTLT. The TCR CDR3 sequence is CASSEVMEQYF. Result: 0 (the TCR does not bind to the epitope). (7) The epitope is FSKQLQQSM. The TCR CDR3 sequence is CASSLGVAGTNTGELFF. Result: 0 (the TCR does not bind to the epitope). (8) The epitope is FLNRFTTTL. The TCR CDR3 sequence is CASSLGWGADTGELFF. Result: 1 (the TCR binds to the epitope).